This data is from TCR-epitope binding with 47,182 pairs between 192 epitopes and 23,139 TCRs. The task is: Binary Classification. Given a T-cell receptor sequence (or CDR3 region) and an epitope sequence, predict whether binding occurs between them. (1) The epitope is ALLADKFPV. The TCR CDR3 sequence is CASSTKQGWYEQYF. Result: 0 (the TCR does not bind to the epitope). (2) The epitope is TSNQVAVLY. The TCR CDR3 sequence is CASSGPGGGAFF. Result: 0 (the TCR does not bind to the epitope).